This data is from Forward reaction prediction with 1.9M reactions from USPTO patents (1976-2016). The task is: Predict the product of the given reaction. (1) Given the reactants [F:1][C:2]([F:14])([F:13])[C:3]1[CH:8]=[CH:7][C:6]([CH2:9][C:10](O)=[O:11])=[CH:5][CH:4]=1.B.O.C(=O)([O-])[O-].[K+].[K+], predict the reaction product. The product is: [F:1][C:2]([F:13])([F:14])[C:3]1[CH:4]=[CH:5][C:6]([CH2:9][CH2:10][OH:11])=[CH:7][CH:8]=1. (2) Given the reactants [Cl:1][C:2]1[N:7]=[C:6]([C:8]2[NH:9][C:10]3[C:15]([CH:16]=2)=[C:14]([F:17])[CH:13]=[CH:12][CH:11]=3)[C:5]([CH:18]=[CH2:19])=[CH:4][CH:3]=1.[OH-].[K+], predict the reaction product. The product is: [Cl:1][C:2]1[CH:3]=[CH:4][C:5]2[CH2:18][CH2:19][N:9]3[C:10]4[CH:11]=[CH:12][CH:13]=[C:14]([F:17])[C:15]=4[CH:16]=[C:8]3[C:6]=2[N:7]=1. (3) Given the reactants [CH2:1]([N:3]([CH3:15])[CH:4]=[N:5][C:6]1[CH:11]=[C:10]([CH3:12])[C:9]([OH:13])=[CH:8][C:7]=1[CH3:14])[CH3:2].C(=O)([O-])[O-].[K+].[K+].Cl[C:23]1[S:24][C:25]([Cl:30])=[C:26]([CH:28]=[O:29])[N:27]=1.[Na+].[Cl-], predict the reaction product. The product is: [Cl:30][C:25]1[S:24][C:23]([O:13][C:9]2[C:10]([CH3:12])=[CH:11][C:6]([N:5]=[CH:4][N:3]([CH2:1][CH3:2])[CH3:15])=[C:7]([CH3:14])[CH:8]=2)=[N:27][C:26]=1[CH:28]=[O:29]. (4) Given the reactants C([O:8][C:9]1[C:10]([F:42])=[C:11]([C:38]([F:41])=[CH:39][CH:40]=1)[CH2:12][C:13]1[C:21]2[C:16](=[N:17][CH:18]=[C:19]([C:22]3[CH:23]=[N:24][CH:25]=[CH:26][CH:27]=3)[CH:20]=2)[N:15]([Si:28]([CH:35]([CH3:37])[CH3:36])([CH:32]([CH3:34])[CH3:33])[CH:29]([CH3:31])[CH3:30])[CH:14]=1)C1C=CC=CC=1, predict the reaction product. The product is: [F:42][C:10]1[C:11]([CH2:12][C:13]2[C:21]3[C:16](=[N:17][CH:18]=[C:19]([C:22]4[CH:23]=[N:24][CH:25]=[CH:26][CH:27]=4)[CH:20]=3)[N:15]([Si:28]([CH:32]([CH3:34])[CH3:33])([CH:35]([CH3:36])[CH3:37])[CH:29]([CH3:30])[CH3:31])[CH:14]=2)=[C:38]([F:41])[CH:39]=[CH:40][C:9]=1[OH:8]. (5) Given the reactants [CH3:1][O:2][C:3]1[CH:4]=[C:5]([C@:11]23[CH2:19][CH2:18][C@H:17]([NH:20]C(=O)OC(C)(C)C)[CH2:16][C@H:15]2[NH:14][CH2:13][CH2:12]3)[CH:6]=[CH:7][C:8]=1[O:9][CH3:10].C=O.[C:30]([BH3-])#N.[Na+].C(O)(C(F)(F)F)=O.C(Cl)Cl, predict the reaction product. The product is: [CH3:1][O:2][C:3]1[CH:4]=[C:5]([C@:11]23[CH2:19][CH2:18][C@H:17]([NH2:20])[CH2:16][C@H:15]2[N:14]([CH3:30])[CH2:13][CH2:12]3)[CH:6]=[CH:7][C:8]=1[O:9][CH3:10]. (6) Given the reactants [F:1][C:2]1[CH:3]=[CH:4][C:5]([O:11][CH3:12])=[C:6]([CH:10]=1)[C:7]([OH:9])=O.[CH:13]1([CH2:16][CH2:17][NH:18][C:19]([C:21]2[N:22]=[N:23][C:24]([N:27]3[CH2:32][CH2:31][NH:30][CH2:29][CH2:28]3)=[CH:25][CH:26]=2)=[O:20])[CH2:15][CH2:14]1, predict the reaction product. The product is: [CH:13]1([CH2:16][CH2:17][NH:18][C:19]([C:21]2[N:22]=[N:23][C:24]([N:27]3[CH2:32][CH2:31][N:30]([C:7](=[O:9])[C:6]4[CH:10]=[C:2]([F:1])[CH:3]=[CH:4][C:5]=4[O:11][CH3:12])[CH2:29][CH2:28]3)=[CH:25][CH:26]=2)=[O:20])[CH2:15][CH2:14]1. (7) Given the reactants C[O:2][C:3](=[O:21])[C:4]1[CH:9]=[CH:8][C:7]([O:10][CH2:11][C:12]2[C:13]([CH2:17][CH2:18][CH2:19][CH3:20])=[N:14][O:15][CH:16]=2)=[N:6][CH:5]=1.O.[OH-].[Li+].CO.Cl, predict the reaction product. The product is: [CH2:17]([C:13]1[C:12]([CH2:11][O:10][C:7]2[CH:8]=[CH:9][C:4]([C:3]([OH:21])=[O:2])=[CH:5][N:6]=2)=[CH:16][O:15][N:14]=1)[CH2:18][CH2:19][CH3:20]. (8) The product is: [ClH:26].[F:2][C:3]1[CH:4]=[CH:5][C:6]([C:7]([NH:9][C:10]2[CH:15]=[CH:14][CH:13]=[C:12]([O:16][CH:17]3[CH2:18][CH2:19][NH:20][CH2:21][CH2:22]3)[N:11]=2)=[O:8])=[CH:24][CH:25]=1. Given the reactants Cl.[F:2][C:3]1[CH:25]=[CH:24][C:6]([C:7]([NH:9][C:10]2[CH:15]=[CH:14][CH:13]=[C:12]([O:16][CH:17]3[CH2:22][CH2:21][N:20](C)[CH2:19][CH2:18]3)[N:11]=2)=[O:8])=[CH:5][CH:4]=1.[Cl:26]CCCl.ClC(OC(Cl)C)=O.[Cl-].[NH4+], predict the reaction product. (9) Given the reactants Cl.[CH:2]1([CH2:5][O:6][C:7]2[CH:12]=[C:11]([O:13][CH3:14])[C:10]([F:15])=[CH:9][C:8]=2[C:16]2[C:17]3[NH:24][C:23]([CH3:25])=[C:22]([C:26]([NH:28][C@@H:29]4[CH2:34][CH2:33][NH:32][CH2:31][C@H:30]4[OH:35])=[O:27])[C:18]=3[N:19]=[CH:20][N:21]=2)[CH2:4][CH2:3]1.[C:36](Cl)(=[O:39])[CH2:37][CH3:38], predict the reaction product. The product is: [CH:2]1([CH2:5][O:6][C:7]2[CH:12]=[C:11]([O:13][CH3:14])[C:10]([F:15])=[CH:9][C:8]=2[C:16]2[C:17]3[NH:24][C:23]([CH3:25])=[C:22]([C:26]([NH:28][C@@H:29]4[CH2:34][CH2:33][N:32]([C:36](=[O:39])[CH2:37][CH3:38])[CH2:31][C@H:30]4[OH:35])=[O:27])[C:18]=3[N:19]=[CH:20][N:21]=2)[CH2:4][CH2:3]1.